Dataset: Forward reaction prediction with 1.9M reactions from USPTO patents (1976-2016). Task: Predict the product of the given reaction. (1) Given the reactants [N:1]1[CH:6]=[CH:5][CH:4]=[CH:3][C:2]=1[C:7]1[N:12]=[C:11]2[CH:13]=[CH:14][S:15][C:10]2=[C:9](O)[CH:8]=1.P(Cl)(Cl)([Cl:19])=O, predict the reaction product. The product is: [Cl:19][C:9]1[CH:8]=[C:7]([C:2]2[CH:3]=[CH:4][CH:5]=[CH:6][N:1]=2)[N:12]=[C:11]2[CH:13]=[CH:14][S:15][C:10]=12. (2) Given the reactants [C:1](=[O:19])([O:7][C:8]1[CH:13]=[CH:12][C:11]([C:14]([CH3:17])([CH3:16])[CH3:15])=[C:10]([OH:18])[CH:9]=1)[O:2][C:3]([CH3:6])([CH3:5])[CH3:4].[CH:20]1([CH2:23]O)[CH2:22][CH2:21]1.C1(P(C2C=CC=CC=2)C2C=CC=CC=2)C=CC=CC=1.N(C(OCC)=O)=NC(OCC)=O, predict the reaction product. The product is: [C:1](=[O:19])([O:7][C:8]1[CH:13]=[CH:12][C:11]([C:14]([CH3:17])([CH3:16])[CH3:15])=[C:10]([O:18][CH2:23][CH:20]2[CH2:22][CH2:21]2)[CH:9]=1)[O:2][C:3]([CH3:6])([CH3:5])[CH3:4].